This data is from Forward reaction prediction with 1.9M reactions from USPTO patents (1976-2016). The task is: Predict the product of the given reaction. (1) Given the reactants [CH2:1]1[C:14]2[C:13]3[CH:12]=[CH:11][CH:10]=[CH:9][C:8]=3[NH:7][C:6]=2[CH2:5][CH2:4][N:3]([C:15]([O:17][C:18]([CH3:21])([CH3:20])[CH3:19])=[O:16])[CH2:2]1.C(Cl)Cl.[OH-].[K+].[C:27]1([S:33]([CH2:36][CH2:37]Cl)(=[O:35])=[O:34])[CH:32]=[CH:31][CH:30]=[CH:29][CH:28]=1, predict the reaction product. The product is: [C:27]1([S:33]([CH2:36][CH2:37][N:7]2[C:8]3[CH:9]=[CH:10][CH:11]=[CH:12][C:13]=3[C:14]3[CH2:1][CH2:2][N:3]([C:15]([O:17][C:18]([CH3:21])([CH3:20])[CH3:19])=[O:16])[CH2:4][CH2:5][C:6]2=3)(=[O:35])=[O:34])[CH:32]=[CH:31][CH:30]=[CH:29][CH:28]=1. (2) Given the reactants [CH2:1]([O:5][C:6]1[N:14]=[C:13]2[C:9]([N:10]=[C:11]([O:25]C)[N:12]2[CH2:15][CH2:16][CH2:17][CH2:18][CH:19]2[CH2:24][CH2:23][NH:22][CH2:21][CH2:20]2)=[C:8]([NH2:27])[N:7]=1)[CH2:2][CH2:3][CH3:4].I[CH:29]([CH3:31])[CH3:30], predict the reaction product. The product is: [NH2:27][C:8]1[N:7]=[C:6]([O:5][CH2:1][CH2:2][CH2:3][CH3:4])[N:14]=[C:13]2[C:9]=1[NH:10][C:11](=[O:25])[N:12]2[CH2:15][CH2:16][CH2:17][CH2:18][CH:19]1[CH2:24][CH2:23][N:22]([CH:29]([CH3:31])[CH3:30])[CH2:21][CH2:20]1. (3) Given the reactants [C:1]([O:9][CH3:10])(=[O:8])[CH2:2][CH2:3][C:4]([O:6][CH3:7])=[O:5].C[O-].[Na+].CO.[CH:16](=O)[C:17]1[CH:22]=[CH:21][CH:20]=[C:19]([O:23][CH3:24])[CH:18]=1.S(=O)(=O)(O)O, predict the reaction product. The product is: [CH3:24][O:23][C:19]1[CH:18]=[C:17]([CH:22]=[CH:21][CH:20]=1)/[CH:16]=[C:3](\[CH2:2][C:1]([O:9][CH3:10])=[O:8])/[C:4]([O:6][CH3:7])=[O:5]. (4) Given the reactants [OH-].[Na+].[C:3]([CH:6]1[CH2:11][CH2:10][C:9]([CH2:12][O:13]C(=O)C2C=C([N+]([O-])=O)C=C([N+]([O-])=O)C=2)=[CH:8][CH2:7]1)([CH3:5])=[CH2:4], predict the reaction product. The product is: [CH3:5][C:3]([C@@H:6]1[CH2:7][CH:8]=[C:9]([CH2:12][OH:13])[CH2:10][CH2:11]1)=[CH2:4]. (5) Given the reactants [CH3:1][O:2][C:3]([C:5]1[C:13]([NH:14][C:15]2[CH:20]=[CH:19][C:18]([Br:21])=[CH:17][C:16]=2[Cl:22])=[C:12]([F:23])[C:8]2[N:9]=[CH:10][NH:11][C:7]=2[CH:6]=1)=[O:4].IC.[C:26](=O)([O-])[O-].[K+].[K+], predict the reaction product. The product is: [CH3:1][O:2][C:3]([C:5]1[C:13]([NH:14][C:15]2[CH:20]=[CH:19][C:18]([Br:21])=[CH:17][C:16]=2[Cl:22])=[C:12]([F:23])[C:8]2[N:9]=[CH:10][N:11]([CH3:26])[C:7]=2[CH:6]=1)=[O:4].